This data is from Full USPTO retrosynthesis dataset with 1.9M reactions from patents (1976-2016). The task is: Predict the reactants needed to synthesize the given product. Given the product [CH2:1]([N:8]1[C:17](=[O:18])[C:16]2[C:11](=[CH:12][C:13]([O:20][CH3:21])=[C:14]([O:19][CH:33]3[CH2:42][CH2:41][C:36]4([O:40][CH2:39][CH2:38][O:37]4)[CH2:35][CH2:34]3)[CH:15]=2)[N:10]=[CH:9]1)[C:2]1[CH:3]=[CH:4][CH:5]=[CH:6][CH:7]=1, predict the reactants needed to synthesize it. The reactants are: [CH2:1]([N:8]1[C:17](=[O:18])[C:16]2[C:11](=[CH:12][C:13]([O:20][CH3:21])=[C:14]([OH:19])[CH:15]=2)[N:10]=[CH:9]1)[C:2]1[CH:7]=[CH:6][CH:5]=[CH:4][CH:3]=1.C(=O)([O-])[O-].[K+].[K+].CS(O[CH:33]1[CH2:42][CH2:41][C:36]2([O:40][CH2:39][CH2:38][O:37]2)[CH2:35][CH2:34]1)(=O)=O.O.